Dataset: Peptide-MHC class II binding affinity with 134,281 pairs from IEDB. Task: Regression. Given a peptide amino acid sequence and an MHC pseudo amino acid sequence, predict their binding affinity value. This is MHC class II binding data. The binding affinity (normalized) is 0.114. The peptide sequence is FAGAWCVPKVTFTVE. The MHC is DRB1_1501 with pseudo-sequence DRB1_1501.